This data is from Forward reaction prediction with 1.9M reactions from USPTO patents (1976-2016). The task is: Predict the product of the given reaction. Given the reactants [BH4-].[Na+].[CH3:3][O:4][C:5]1[CH:6]=[C:7]([CH:11]=[CH:12][C:13]=1[N+:14]([O-])=O)[C:8]([NH2:10])=[O:9].O, predict the reaction product. The product is: [NH2:14][C:13]1[CH:12]=[CH:11][C:7]([C:8]([NH2:10])=[O:9])=[CH:6][C:5]=1[O:4][CH3:3].